The task is: Regression. Given a peptide amino acid sequence and an MHC pseudo amino acid sequence, predict their binding affinity value. This is MHC class I binding data.. This data is from Peptide-MHC class I binding affinity with 185,985 pairs from IEDB/IMGT. (1) The peptide sequence is AAGLPAIFV. The MHC is HLA-A02:01 with pseudo-sequence HLA-A02:01. The binding affinity (normalized) is 0.0847. (2) The peptide sequence is WYETVKVNY. The MHC is HLA-B27:05 with pseudo-sequence HLA-B27:05. The binding affinity (normalized) is 0.0847. (3) The peptide sequence is NGNVYVKF. The MHC is Mamu-B52 with pseudo-sequence Mamu-B52. The binding affinity (normalized) is 0.771. (4) The peptide sequence is TPIAYRNVL. The MHC is HLA-B15:01 with pseudo-sequence HLA-B15:01. The binding affinity (normalized) is 0.101.